Dataset: Experimentally validated miRNA-target interactions with 360,000+ pairs, plus equal number of negative samples. Task: Binary Classification. Given a miRNA mature sequence and a target amino acid sequence, predict their likelihood of interaction. (1) The miRNA is hsa-miR-892c-5p with sequence UAUUCAGAAAGGUGCCAGUCA. The protein sequence of the target gene is MKSGSGGGSPTSLWGLVFLSAALSLWPTSGEICGPGIDIRNDYQQLKRLENCTVIEGFLHILLISKAEDYRSYRFPKLTVITEYLLLFRVAGLESLGDLFPNLTVIRGWKLFYNYALVIFEMTNLKDIGLYNLRNITRGAIRIEKNADLCYLSTIDWSLILDAVSNNYIVGNKPPKECGDLCPGTLEEKPMCEKTTINNEYNYRCWTTNRCQKMCPSVCGKRACTENNECCHPECLGSCHTPDDNTTCVACRHYYYKGVCVPACPPGTYRFEGWRCVDRDFCANIPNAESSDSDGFVIHD.... Result: 0 (no interaction). (2) Result: 0 (no interaction). The miRNA is hsa-miR-3065-3p with sequence UCAGCACCAGGAUAUUGUUGGAG. The protein sequence of the target gene is MASLLARMGNSRRQNAAFMPFAHSMLRALGRSLGPLIANIAERNIQSFSGRAELGPGEETFENWLSQVHEVLPDWPMSEEEKIKRLMRTLRGPAREAMRLFQADNPNLNVAEFLRAMKLLFGASESSITAHGKFLSTLQAQGEKPSLYVIRLEVQLQNAIQAGVLPQSEANRTRLHQLLVGAELSRELRTKLKGLLQMHAHNEQENLPDFLELIRMIREEEDWDETFLRNKRPRRSETVMERAASPVVFQGSLPIVIGSADCNVIEIDDSQDDSDEDVILVEPEDPPLSSPGASSLRGTA.... (3) The miRNA is hsa-miR-138-1-3p with sequence GCUACUUCACAACACCAGGGCC. The protein sequence of the target gene is MRALCLLCWAVLLNLVRACPEPCDCGEKYGFQIADCAYRDLEGVPPGFPANVTTLSLSANRLPGLPEGAFREVPLLQSLWLAHNEIRSVAIGALAPLSHLKSLDLSHNLLSEFAWSDLHNLSALQLLKMDSNELAFIPRDAFSSLSALRSLQLNHNRLHALAEGTFAPLTALSHLQINDNPFDCTCGIVWFKTWALASAVSIPEQDNIACTTPHVLKGIPLGRLPPLPCSAPSVQLSYQPSQDGAELRPGFVLALHCDVDGQPVPQLHWHIHTPGGTVEIASPNVGTDGRALPGALATSG.... Result: 0 (no interaction). (4) The miRNA is hsa-miR-6874-3p with sequence CAGUUCUGCUGUUCUGACUCUAG. The protein sequence of the target gene is MASYYEILDVPRSASPDDIKKAYRKKALQWHPDKNPDNKEFAEKKFKEVAEAYEVLSDKHKREIYDRYGREGLTGAGSGPSRSETGGAGPGFTFTFRSPEEVFREFFGSGDPFSELFDDLGVFSELQNQGPRLTGPFFTFSSSFPANSDFSSSSFSFSPGAGAFRSVSTSTTFVQGRRITTRRIMENGQERVEVEEDGQLKSVSINGVPDDLALGLELSRREQQPSVAPGLGVMQVRPTSLSRPPDHDLSEDEDLQLAMAYSLSEMEAAGQKPAGGRGAQQRQHGQPKAQHRDLDVGGTH.... Result: 0 (no interaction). (5) The miRNA is mmu-miR-342-5p with sequence AGGGGUGCUAUCUGUGAUUGAG. The protein sequence of the target gene is MEPAGGGGGVSSSTDPRSTYVLSNLAEVVERVFTFLPAKALLRVAGVCRLWRECVRRVLRTHRSVTWISAGVAEAGHLEGHCLVRVVAEALENVRILPQTVLYMADSETFISLEECRGHKRARKRTTMETACALEKLFPKQCQVLGIVTPGIVVTPMGSGSNRPQEIEIGESGFALLFPQIEGIKIQPFHFIKDSKNLTLERHQLTEVGLLDNPELRVVLVFGYNCCKVGASNYLHRVVSTFSDMNIILAGGQVDNLSSLTCEKNPLDIDATGVVGLSFSGHRIQSATVLLTEDVNDAKT.... Result: 0 (no interaction).